Predict the reaction yield, written as a fraction of the theoretical maximum amount of product (1.0 means a 100% yield; for example, 0.34 means a 34% yield). From a dataset of Reaction yield outcomes from USPTO patents with 853,638 reactions. (1) The reactants are [C:1]([C@H:5]1[CH2:10][CH2:9][C@H:8]([O:11][C:12]2[CH:13]=[C:14]3[C:19](=[CH:20][CH:21]=2)[CH:18]=[C:17](C=O)[CH:16]=[CH:15]3)[CH2:7][CH2:6]1)([CH3:4])([CH3:3])[CH3:2].[CH3:24][NH:25][CH2:26][C:27]([O:29][CH2:30][CH3:31])=[O:28].[BH3-][C:33]#N.[Na+]. The catalyst is C(O)C. The product is [C:1]([C@H:5]1[CH2:10][CH2:9][C@H:8]([O:11][C:12]2[CH:13]=[C:14]3[C:19](=[CH:20][CH:21]=2)[CH:18]=[C:17]([CH2:24][N:25]([CH3:33])[CH2:26][C:27]([O:29][CH2:30][CH3:31])=[O:28])[CH:16]=[CH:15]3)[CH2:7][CH2:6]1)([CH3:4])([CH3:2])[CH3:3]. The yield is 0.400. (2) The reactants are [NH:1]1[CH2:5][CH2:4][C@H:3]([C:6]([O:8][CH3:9])=[O:7])[CH2:2]1.CCN(C(C)C)C(C)C.[Br:19][C:20]1[CH:21]=[N:22][C:23]([C:26]2[CH:31]=[CH:30][C:29]([CH2:32][C@H:33]([NH:37][C:38]([C:40]3[S:41][C:42]([C:45]([CH3:48])([CH3:47])[CH3:46])=[CH:43][CH:44]=3)=[O:39])[C:34](O)=[O:35])=[CH:28][CH:27]=2)=[N:24][CH:25]=1.CN(C(ON1N=NC2C=CC=NC1=2)=[N+](C)C)C.F[P-](F)(F)(F)(F)F. The catalyst is CN(C=O)C. The product is [Br:19][C:20]1[CH:25]=[N:24][C:23]([C:26]2[CH:27]=[CH:28][C:29]([CH2:32][C@H:33]([NH:37][C:38]([C:40]3[S:41][C:42]([C:45]([CH3:48])([CH3:47])[CH3:46])=[CH:43][CH:44]=3)=[O:39])[C:34]([N:1]3[CH2:5][CH2:4][C@H:3]([C:6]([O:8][CH3:9])=[O:7])[CH2:2]3)=[O:35])=[CH:30][CH:31]=2)=[N:22][CH:21]=1. The yield is 0.580. (3) The reactants are CO[C:3](=[O:19])[C:4]1[CH:9]=[C:8]([CH:10]([O:12][CH3:13])[CH3:11])[C:7]([C:14]([F:17])([F:16])[F:15])=[CH:6][C:5]=1[NH2:18].CC[N:22]([CH2:25]C)CC.[CH3:27][S:28]([NH:31]N)(=[O:30])=[O:29].[OH-:33].[Na+].Cl. The catalyst is C1COCC1.CCOC(C)=O.CCCCC. The product is [CH3:13][O:12][CH:10]([C:8]1[CH:9]=[C:4]2[C:5](=[CH:6][C:7]=1[C:14]([F:15])([F:16])[F:17])[NH:18][C:25](=[O:33])[N:22]([NH:31][S:28]([CH3:27])(=[O:30])=[O:29])[C:3]2=[O:19])[CH3:11]. The yield is 0.680. (4) The reactants are [Cl:1][C:2]1[CH:18]=[CH:17][C:5]2[CH2:6][CH2:7][N:8]([C:11](=[O:16])[C:12]([F:15])([F:14])[F:13])[CH2:9][CH2:10][C:4]=2[C:3]=1OS(C(F)(F)F)(=O)=O.[Cl:27][C:28]1[CH:29]=[C:30]([CH:33]=[CH:34][C:35]=1[C:36](=[O:42])[CH2:37][C:38]([CH3:41])([CH3:40])[CH3:39])[CH2:31][NH2:32].C1C=CC(P(C2C(C3C(P(C4C=CC=CC=4)C4C=CC=CC=4)=CC=C4C=3C=CC=C4)=C3C(C=CC=C3)=CC=2)C2C=CC=CC=2)=CC=1.C(=O)([O-])[O-].[Cs+].[Cs+]. The catalyst is C1(C)C=CC=CC=1.C1C=CC(/C=C/C(/C=C/C2C=CC=CC=2)=O)=CC=1.C1C=CC(/C=C/C(/C=C/C2C=CC=CC=2)=O)=CC=1.C1C=CC(/C=C/C(/C=C/C2C=CC=CC=2)=O)=CC=1.[Pd].[Pd]. The product is [Cl:1][C:2]1[CH:18]=[CH:17][C:5]2[CH2:6][CH2:7][N:8]([C:11](=[O:16])[C:12]([F:15])([F:14])[F:13])[CH2:9][CH2:10][C:4]=2[C:3]=1[NH:32][CH2:31][C:30]1[CH:33]=[CH:34][C:35]([C:36](=[O:42])[CH2:37][C:38]([CH3:39])([CH3:40])[CH3:41])=[C:28]([Cl:27])[CH:29]=1. The yield is 0.490. (5) The reactants are [CH3:1][N:2]1[CH2:7][CH2:6][N:5]([C:8]2[CH:9]=[CH:10][C:11]([N+:15]([O-])=O)=[C:12]([CH:14]=2)[NH2:13])[CH2:4][CH2:3]1.Cl.C(O[C:22](=N)[CH2:23][C:24]([O:26][CH2:27][CH3:28])=[O:25])C.Cl.[OH-].[Na+]. No catalyst specified. The product is [CH2:27]([O:26][C:24](=[O:25])[CH2:23][C:22]1[NH:13][C:12]2[CH:14]=[C:8]([N:5]3[CH2:6][CH2:7][N:2]([CH3:1])[CH2:3][CH2:4]3)[CH:9]=[CH:10][C:11]=2[N:15]=1)[CH3:28]. The yield is 0.741.